This data is from NCI-60 drug combinations with 297,098 pairs across 59 cell lines. The task is: Regression. Given two drug SMILES strings and cell line genomic features, predict the synergy score measuring deviation from expected non-interaction effect. (1) Drug 1: C1C(C(OC1N2C=NC3=C(N=C(N=C32)Cl)N)CO)O. Drug 2: CCC(=C(C1=CC=CC=C1)C2=CC=C(C=C2)OCCN(C)C)C3=CC=CC=C3.C(C(=O)O)C(CC(=O)O)(C(=O)O)O. Cell line: K-562. Synergy scores: CSS=48.4, Synergy_ZIP=-0.393, Synergy_Bliss=-0.0213, Synergy_Loewe=0, Synergy_HSA=1.80. (2) Drug 1: C1CCN(CC1)CCOC2=CC=C(C=C2)C(=O)C3=C(SC4=C3C=CC(=C4)O)C5=CC=C(C=C5)O. Drug 2: CN1C(=O)N2C=NC(=C2N=N1)C(=O)N. Cell line: MALME-3M. Synergy scores: CSS=-4.91, Synergy_ZIP=2.85, Synergy_Bliss=2.78, Synergy_Loewe=-4.90, Synergy_HSA=-2.35. (3) Drug 1: CC1C(C(CC(O1)OC2CC(CC3=C2C(=C4C(=C3O)C(=O)C5=C(C4=O)C(=CC=C5)OC)O)(C(=O)CO)O)N)O.Cl. Drug 2: CC12CCC3C(C1CCC2=O)CC(=C)C4=CC(=O)C=CC34C. Cell line: OVCAR3. Synergy scores: CSS=-5.31, Synergy_ZIP=6.86, Synergy_Bliss=10.9, Synergy_Loewe=-3.08, Synergy_HSA=-3.84. (4) Drug 1: C1C(C(OC1N2C=C(C(=O)NC2=O)F)CO)O. Drug 2: C1=CN(C=N1)CC(O)(P(=O)(O)O)P(=O)(O)O. Cell line: NCI/ADR-RES. Synergy scores: CSS=3.03, Synergy_ZIP=-0.330, Synergy_Bliss=-0.650, Synergy_Loewe=0.416, Synergy_HSA=-1.37. (5) Drug 1: C1=C(C(=O)NC(=O)N1)F. Drug 2: CC1C(C(=O)NC(C(=O)N2CCCC2C(=O)N(CC(=O)N(C(C(=O)O1)C(C)C)C)C)C(C)C)NC(=O)C3=C4C(=C(C=C3)C)OC5=C(C(=O)C(=C(C5=N4)C(=O)NC6C(OC(=O)C(N(C(=O)CN(C(=O)C7CCCN7C(=O)C(NC6=O)C(C)C)C)C)C(C)C)C)N)C. Cell line: OVCAR-4. Synergy scores: CSS=41.2, Synergy_ZIP=3.49, Synergy_Bliss=3.46, Synergy_Loewe=3.13, Synergy_HSA=3.14.